This data is from Forward reaction prediction with 1.9M reactions from USPTO patents (1976-2016). The task is: Predict the product of the given reaction. (1) The product is: [C:5]([O:8][CH2:9][C:10]([CH3:40])([CH3:39])[CH2:11][N:12]1[C:18]2[CH:19]=[CH:20][C:21]([Cl:23])=[CH:22][C:17]=2[C@@H:16]([C:24]2[CH:29]=[CH:28][CH:27]=[C:26]([O:30][CH3:31])[C:25]=2[O:32][CH3:33])[O:15][C@H:14]([CH2:34][C:35]([NH:42][C:43]2[CH:44]=[C:45]([CH2:49][CH2:50][C:51]([O:53][CH2:54][CH3:55])=[O:52])[CH:46]=[CH:47][CH:48]=2)=[O:37])[C:13]1=[O:38])(=[O:7])[CH3:6]. Given the reactants S(Cl)(Cl)=O.[C:5]([O:8][CH2:9][C:10]([CH3:40])([CH3:39])[CH2:11][N:12]1[C:18]2[CH:19]=[CH:20][C:21]([Cl:23])=[CH:22][C:17]=2[C@@H:16]([C:24]2[CH:29]=[CH:28][CH:27]=[C:26]([O:30][CH3:31])[C:25]=2[O:32][CH3:33])[O:15][C@H:14]([CH2:34][C:35]([OH:37])=O)[C:13]1=[O:38])(=[O:7])[CH3:6].Cl.[NH2:42][C:43]1[CH:44]=[C:45]([CH2:49][CH2:50][C:51]([O:53][CH2:54][CH3:55])=[O:52])[CH:46]=[CH:47][CH:48]=1.C(N(CC)CC)C, predict the reaction product. (2) The product is: [Br:22][C:17]1[CH:16]=[C:15]([CH:20]=[CH:19][C:18]=1[O:21][CH:26]([CH3:28])[CH3:27])[CH2:14][C@H:10]1[O:11][CH2:12][CH2:13][NH:8][CH2:9]1. Given the reactants C([N:8]1[CH2:13][CH2:12][O:11][C@H:10]([CH2:14][C:15]2[CH:20]=[CH:19][C:18]([OH:21])=[C:17]([Br:22])[CH:16]=2)[CH2:9]1)(OC(C)(C)C)=O.C(N1CCO[C@H](CC2C=CC=C(C=CC3C=NC=CC=3)C=2)C1)(O[C:26](C)([CH3:28])[CH3:27])=O.BrC(C)C.C(O)(C(F)(F)F)=O, predict the reaction product. (3) The product is: [CH3:65][C:61]([CH3:72])=[CH:60][C:2]1[N:6]2[C:7]3[CH:8]=[CH:9][CH:10]=[C:11]([C:40]4[CH:45]=[CH:44][CH:43]=[CH:42][CH:41]=4)[C:12]=3[C:13]3[CH:14]=[CH:15][CH:16]=[CH:17][C:18]=3[C:5]2=[N:4][CH:3]=1. Given the reactants Br[C:2]1[N:6]2[C:7]3[CH:8]=[CH:9][CH:10]=[C:11](C4C=CC=CC=4)[C:12]=3[C:13]3[CH:14]=[CH:15][CH:16]=[CH:17][C:18]=3[C:5]2=[N:4][CH:3]=1.COC1C=CC=C(OC)C=1C1C=CC=CC=1P([CH:40]1[CH2:45][CH2:44][CH2:43][CH2:42][CH2:41]1)[CH:40]1[CH2:45][CH2:44][CH2:43][CH2:42][CH2:41]1.C(=O)([O-])[O-].[K+].[K+].[CH3:60][C:61]1([CH3:72])[C:65](C)(C)OB(C=C(C)C)O1, predict the reaction product. (4) Given the reactants [NH2:1][C:2]([NH:4][C:5]1[NH:6][C:7]([C:13]2[CH:18]=[CH:17][CH:16]=[C:15]([N+:19]([O-])=O)[CH:14]=2)=[CH:8][C:9]=1[C:10]([NH2:12])=[O:11])=[O:3], predict the reaction product. The product is: [NH2:1][C:2]([NH:4][C:5]1[NH:6][C:7]([C:13]2[CH:18]=[CH:17][CH:16]=[C:15]([NH2:19])[CH:14]=2)=[CH:8][C:9]=1[C:10]([NH2:12])=[O:11])=[O:3]. (5) Given the reactants [C:1]([Si:5]([CH3:14])([CH3:13])[O:6][C@@H:7]1[CH2:11][CH2:10][C@H:9](O)[CH2:8]1)([CH3:4])([CH3:3])[CH3:2].C1(P(C2C=CC=CC=2)C2C=CC=CC=2)C=CC=CC=1.N(C(OCC)=O)=NC(OCC)=O.C1(P([N:60]=[N+:61]=[N-:62])(C2C=CC=CC=2)=O)C=CC=CC=1, predict the reaction product. The product is: [N:60]([C@H:9]1[CH2:10][CH2:11][C@H:7]([O:6][Si:5]([C:1]([CH3:4])([CH3:3])[CH3:2])([CH3:14])[CH3:13])[CH2:8]1)=[N+:61]=[N-:62]. (6) Given the reactants [Br:1][C:2]1[CH:10]=[CH:9][C:5]([C:6]([OH:8])=[O:7])=[C:4]([I:11])[C:3]=1[CH3:12].OS(O)(=O)=O.[CH3:18][CH2:19]O, predict the reaction product. The product is: [CH2:18]([O:7][C:6](=[O:8])[C:5]1[CH:9]=[CH:10][C:2]([Br:1])=[C:3]([CH3:12])[C:4]=1[I:11])[CH3:19].